This data is from Full USPTO retrosynthesis dataset with 1.9M reactions from patents (1976-2016). The task is: Predict the reactants needed to synthesize the given product. (1) Given the product [CH3:31][N:2]([CH3:1])[C:3]([C:5]1[N:6]=[CH:7][C:8]([O:11][C:12]2[CH:13]=[C:14]([CH:19]=[C:20]([O:22][C@@H:23]([CH3:30])[CH2:24][OH:25])[CH:21]=2)[C:15]([O:17][CH3:18])=[O:16])=[N:9][CH:10]=1)=[O:4], predict the reactants needed to synthesize it. The reactants are: [CH3:1][N:2]([CH3:31])[C:3]([C:5]1[N:6]=[CH:7][C:8]([O:11][C:12]2[CH:13]=[C:14]([CH:19]=[C:20]([O:22][C@@H:23]([CH3:30])[CH2:24][O:25]C(C)(C)C)[CH:21]=2)[C:15]([O:17][CH3:18])=[O:16])=[N:9][CH:10]=1)=[O:4].C(OCC)(=O)C.O. (2) Given the product [C:31]([O:30][C@@H:3]([CH2:4][O:5][C:6]1[CH:7]=[CH:8][C:9]([C:12]([C:15]2[CH:20]=[CH:19][C:18]([O:21][CH2:22][C@H:23]3[CH2:27][O:26][C:25]([CH3:29])([CH3:28])[O:24]3)=[CH:17][CH:16]=2)([CH3:14])[CH3:13])=[CH:10][CH:11]=1)[CH2:2][Cl:1])(=[O:33])[CH3:32], predict the reactants needed to synthesize it. The reactants are: [Cl:1][CH2:2][C@@H:3]([OH:30])[CH2:4][O:5][C:6]1[CH:11]=[CH:10][C:9]([C:12]([C:15]2[CH:20]=[CH:19][C:18]([O:21][CH2:22][C@H:23]3[CH2:27][O:26][C:25]([CH3:29])([CH3:28])[O:24]3)=[CH:17][CH:16]=2)([CH3:14])[CH3:13])=[CH:8][CH:7]=1.[C:31](OC(=O)C)(=[O:33])[CH3:32]. (3) Given the product [CH:10]1[C:28]2[CH2:27][CH2:26][C:25]3[CH:34]=[CH:35][CH:36]=[CH:37][C:24]=3[C:23](=[C:20]3[CH2:19][CH2:18][N:17]([C:15](=[O:16])[CH2:14][C@@H:9]([NH:8][C:6](=[O:5])[C:20]([CH3:23])([CH3:21])[CH3:19])[CH2:10][OH:11])[CH2:22][CH2:21]3)[C:29]=2[CH:30]=[CH:14][CH:9]=1, predict the reactants needed to synthesize it. The reactants are: C([O:5][C:6]([NH:8][C@H:9]([CH2:14][C:15]([N:17]1[CH2:22][CH2:21][C:20](=[C:23]2[C:29]3[CH:30]=CC=C[C:28]=3[CH:27]=[CH:26][C:25]3[CH:34]=[CH:35][CH:36]=[CH:37][C:24]2=3)[CH2:19][CH2:18]1)=[O:16])[C:10](OC)=[O:11])=O)(C)(C)C. (4) Given the product [CH2:1]([N:3]1[C:7]([CH3:8])=[CH:6][C:5]([C:9]([OH:11])=[O:10])=[N:4]1)[CH3:2], predict the reactants needed to synthesize it. The reactants are: [CH2:1]([N:3]1[C:7]([CH3:8])=[CH:6][C:5]([C:9]([O:11]CC)=[O:10])=[N:4]1)[CH3:2].[OH-].[K+].O.